Predict which catalyst facilitates the given reaction. From a dataset of Catalyst prediction with 721,799 reactions and 888 catalyst types from USPTO. (1) Reactant: [CH2:1]([O:8][C:9]1[CH:14]=[CH:13][N:12]([C:15]2[CH:16]=[CH:17][C:18]3[C:19]4[CH2:28][N:27]([C:29](=[O:32])[CH2:30][Cl:31])[CH2:26][CH2:25][C:20]=4[N:21]([CH3:24])[C:22]=3[CH:23]=2)[C:11](=[O:33])[CH:10]=1)[C:2]1[CH:7]=[CH:6][CH:5]=[CH:4][CH:3]=1.[NH:34]1[CH2:38][CH2:37][CH2:36][CH2:35]1. Product: [ClH:31].[ClH:31].[CH2:1]([O:8][C:9]1[CH:14]=[CH:13][N:12]([C:15]2[CH:16]=[CH:17][C:18]3[C:19]4[CH2:28][N:27]([C:29](=[O:32])[CH2:30][N:34]5[CH2:38][CH2:37][CH2:36][CH2:35]5)[CH2:26][CH2:25][C:20]=4[N:21]([CH3:24])[C:22]=3[CH:23]=2)[C:11](=[O:33])[CH:10]=1)[C:2]1[CH:7]=[CH:6][CH:5]=[CH:4][CH:3]=1. The catalyst class is: 23. (2) The catalyst class is: 1. Product: [CH3:23][NH:22][C:21](=[O:25])[C:12]1[CH:13]=[CH:14][CH:9]=[C:10]([S:15][C:16]2[CH:24]=[C:23]3[C:19]([C:20](=[CH:26][NH:43][C:40]4[CH:41]=[CH:42][C:37]([N:34]5[CH2:33][CH2:32][N:31]([CH3:30])[CH2:36][CH2:35]5)=[CH:38][CH:39]=4)[C:21](=[O:25])[NH:22]3)=[CH:18][CH:17]=2)[CH:11]=1. Reactant: CN1C(NC(=O)[C:9]2[CH:14]=[CH:13][CH:12]=[CH:11][C:10]=2[S:15][C:16]2[CH:24]=[C:23]3[C:19](/[C:20](=[CH:26]/O)/[C:21](=[O:25])[NH:22]3)=[CH:18][CH:17]=2)=CC(C)=N1.[CH3:30][N:31]1[CH2:36][CH2:35][N:34]([C:37]2[CH:42]=[CH:41][C:40]([NH2:43])=[CH:39][CH:38]=2)[CH2:33][CH2:32]1.